Dataset: Full USPTO retrosynthesis dataset with 1.9M reactions from patents (1976-2016). Task: Predict the reactants needed to synthesize the given product. Given the product [ClH:45].[ClH:45].[NH2:26][C@@H:6]([CH2:5][C:4]1[CH:34]=[C:35]([F:37])[CH:36]=[C:2]([F:1])[CH:3]=1)[C@H:7]([OH:25])[CH2:8][NH:9][C:10]1([C:16]2[CH:21]=[CH:20][CH:19]=[C:18]([CH:22]([CH3:24])[CH3:23])[CH:17]=2)[CH2:11][CH2:12][CH2:13][CH2:14][CH2:15]1, predict the reactants needed to synthesize it. The reactants are: [F:1][C:2]1[CH:3]=[C:4]([CH:34]=[C:35]([F:37])[CH:36]=1)[CH2:5][C@H:6]([NH:26]C(=O)OC(C)(C)C)[C@H:7]([OH:25])[CH2:8][NH:9][C:10]1([C:16]2[CH:21]=[CH:20][CH:19]=[C:18]([CH:22]([CH3:24])[CH3:23])[CH:17]=2)[CH2:15][CH2:14][CH2:13][CH2:12][CH2:11]1.FC(F)(F)C(O)=O.[ClH:45].